From a dataset of Reaction yield outcomes from USPTO patents with 853,638 reactions. Predict the reaction yield, written as a fraction of the theoretical maximum amount of product (1.0 means a 100% yield; for example, 0.34 means a 34% yield). The reactants are [CH2:1]([C@@H:8]1[CH2:12][O:11][C:10](=[O:13])[NH:9]1)[C:2]1[CH:7]=[CH:6][CH:5]=[CH:4][CH:3]=1.[Li]CCCC.[C:19](Cl)(=[O:24])[CH2:20][CH2:21][CH:22]=[CH2:23]. The catalyst is C1COCC1. The product is [CH2:1]([C@@H:8]1[CH2:12][O:11][C:10](=[O:13])[N:9]1[C:19](=[O:24])[CH2:20][CH2:21][CH:22]=[CH2:23])[C:2]1[CH:3]=[CH:4][CH:5]=[CH:6][CH:7]=1. The yield is 0.650.